Predict the reactants needed to synthesize the given product. From a dataset of Full USPTO retrosynthesis dataset with 1.9M reactions from patents (1976-2016). Given the product [Cl:1][C:2]1[CH:3]=[C:4]([NH:9][C:10]2[S:14][C:13]([C:15]3[CH:16]=[C:17]([CH:30]=[CH:31][CH:32]=3)[O:18][C:19]3[CH:20]=[C:21]([CH2:25][C:26]([OH:28])=[O:27])[CH:22]=[CH:23][CH:24]=3)=[N:12][N:11]=2)[CH:5]=[CH:6][C:7]=1[Cl:8], predict the reactants needed to synthesize it. The reactants are: [Cl:1][C:2]1[CH:3]=[C:4]([NH:9][C:10]2[S:14][C:13]([C:15]3[CH:16]=[C:17]([CH:30]=[CH:31][CH:32]=3)[O:18][C:19]3[CH:20]=[C:21]([CH2:25][C:26]([O:28]C)=[O:27])[CH:22]=[CH:23][CH:24]=3)=[N:12][N:11]=2)[CH:5]=[CH:6][C:7]=1[Cl:8].